From a dataset of Forward reaction prediction with 1.9M reactions from USPTO patents (1976-2016). Predict the product of the given reaction. (1) Given the reactants CC(O[CH2:5][C:6]1[C:11]2=[CH:12][CH:13]=[C:14](C=O)[C:10]2=[CH:9]OC=1)=O.[NH2:17]CCC[N:21]1[CH:25]=[CH:24][N:23]=[CH:22]1, predict the reaction product. The product is: [CH:9]1[NH:17][CH:5]=[CH:6][C:11]2[C:10]=1[CH:14]=[CH:13][CH:12]=2.[NH:21]1[CH:25]=[CH:24][N:23]=[CH:22]1. (2) Given the reactants Cl[C:2]1[C:3]([CH3:22])=[CH:4][C:5]2[N:6]([C:8]([C:11]3[CH:16]=[CH:15][CH:14]=[C:13]([O:17][C:18]([F:21])([F:20])[F:19])[CH:12]=3)=[CH:9][N:10]=2)[N:7]=1.[CH3:23][N:24]1[CH2:29][CH2:28][CH:27]([CH2:30][OH:31])[CH2:26][CH2:25]1.CC([O-])(C)C.[Na+], predict the reaction product. The product is: [CH3:22][C:3]1[C:2]([O:31][CH2:30][CH:27]2[CH2:28][CH2:29][N:24]([CH3:23])[CH2:25][CH2:26]2)=[N:7][N:6]2[C:8]([C:11]3[CH:16]=[CH:15][CH:14]=[C:13]([O:17][C:18]([F:21])([F:20])[F:19])[CH:12]=3)=[CH:9][N:10]=[C:5]2[CH:4]=1. (3) Given the reactants [CH2:1]1[C:5]2([CH2:9][CH2:8][NH:7][CH2:6]2)[CH2:4][N:3]([C:10]([O:12][C:13]([CH3:16])([CH3:15])[CH3:14])=[O:11])[CH2:2]1.CCN(CC)CC.[C:24](Cl)(=[O:27])[CH2:25][CH3:26], predict the reaction product. The product is: [C:24]([N:7]1[CH2:6][C:5]2([CH2:1][CH2:2][N:3]([C:10]([O:12][C:13]([CH3:16])([CH3:15])[CH3:14])=[O:11])[CH2:4]2)[CH2:9][CH2:8]1)(=[O:27])[CH2:25][CH3:26]. (4) Given the reactants [C:1]([CH:4]=[CH:5][C:6]([OH:8])=[O:7])(=[O:3])[CH3:2].[CH2:9]=[CH:10][C:11](=[CH2:13])[CH3:12].C(O)(=O)C=C, predict the reaction product. The product is: [C:1]([CH:4]1[CH:5]([C:6]([OH:8])=[O:7])[CH2:12][C:11]([CH3:13])=[CH:10][CH2:9]1)(=[O:3])[CH3:2]. (5) Given the reactants [Br:1][CH2:2][C:3](=[O:18])[CH2:4][C@@H:5]1[CH2:10][CH2:9][CH2:8][CH2:7][N:6]1[C:11]([O:13][C:14]([CH3:17])([CH3:16])[CH3:15])=[O:12].CC1C(N)=NC=C(C)N=1.[CH3:28][C:29]1[N:30]=[C:31]([CH3:45])[C:32]2[N:33]([CH:35]=[C:36]([CH2:38][C@@H:39]3[CH2:44][CH2:43][CH2:42][CH2:41][NH:40]3)[N:37]=2)[CH:34]=1.[CH3:46][C:47]1[S:48][C:49]([C:55]2[CH:60]=[CH:59][CH:58]=[CH:57][CH:56]=2)=[C:50]([C:52](O)=[O:53])[N:51]=1.C(Cl)(=O)C(Cl)=O, predict the reaction product. The product is: [CH3:28][C:29]1[N:30]=[C:31]([CH3:45])[C:32]2[N:33]([CH:35]=[C:36]([CH2:38][C@@H:39]3[CH2:44][CH2:43][CH2:42][CH2:41][N:40]3[C:52]([C:50]3[N:51]=[C:47]([CH3:46])[S:48][C:49]=3[C:55]3[CH:56]=[CH:57][CH:58]=[CH:59][CH:60]=3)=[O:53])[N:37]=2)[CH:34]=1.[Br:1][CH2:2][C:3](=[O:18])[CH2:4][C@@H:5]1[CH2:10][CH2:9][CH2:8][CH2:7][N:6]1[C:11]([O:13][C:14]([CH3:16])([CH3:15])[CH3:17])=[O:12].